This data is from Full USPTO retrosynthesis dataset with 1.9M reactions from patents (1976-2016). The task is: Predict the reactants needed to synthesize the given product. (1) Given the product [CH3:30][N:31]([CH3:42])[C:32]1[N:37]=[CH:2][C:3]([C:9]2[N:10]=[C:11]([CH2:28][CH3:29])[C:12]([NH:17][C@@H:18]3[C:26]4[C:21](=[CH:22][CH:23]=[CH:24][CH:25]=4)[CH2:20][C@@H:19]3[OH:27])=[N:13][C:14]=2[CH2:15][CH3:16])=[C:4]([CH3:5])[CH:33]=1, predict the reactants needed to synthesize it. The reactants are: Cl[C:2]1C=C(Cl)[CH:5]=[CH:4][C:3]=1[C:9]1[N:10]=[C:11]([CH2:28][CH3:29])[C:12]([NH:17][C@@H:18]2[C:26]3[C:21](=[CH:22][CH:23]=[CH:24][CH:25]=3)[CH2:20][C@@H:19]2[OH:27])=[N:13][C:14]=1[CH2:15][CH3:16].[CH3:30][N:31]([CH3:42])[C:32]1[N:37]=CC(B(O)O)=C(C)[CH:33]=1. (2) Given the product [ClH:12].[Cl:12][C:11]1[CH:7]=[C:3]([C:4]([NH2:6])=[O:5])[C:1](=[NH:2])[N:24]([CH2:23][C:21]2[CH:22]=[C:17]([F:16])[CH:18]=[CH:19][C:20]=2[S:25]([N:28]2[CH2:33][CH2:32][CH2:31][CH2:30][CH2:29]2)(=[O:27])=[O:26])[CH:10]=1, predict the reactants needed to synthesize it. The reactants are: [C:1]([CH:3]([CH:7]1[C:11]([Cl:12])=[C:10](Cl)C(=O)O1)[C:4]([NH2:6])=[O:5])#[N:2].Cl.[F:16][C:17]1[CH:18]=[CH:19][C:20]([S:25]([N:28]2[CH2:33][CH2:32][CH2:31][CH2:30][CH2:29]2)(=[O:27])=[O:26])=[C:21]([CH2:23][NH2:24])[CH:22]=1.C(=O)([O-])[O-].[K+].[K+]. (3) The reactants are: C([O:3][C:4]([C:6]1[NH:22][C:21]2[C:16](=[CH:17][C:18]([O:23][CH3:24])=[CH:19][CH:20]=2)[C:7]=1[CH2:8][C@@H:9]([C:11](OCC)=[O:12])[NH2:10])=O)C.[BH4-].[Na+].Cl. Given the product [OH:12][CH2:11][CH:9]1[CH2:8][C:7]2[C:16]3[C:21](=[CH:20][CH:19]=[C:18]([O:23][CH3:24])[CH:17]=3)[NH:22][C:6]=2[C:4](=[O:3])[NH:10]1, predict the reactants needed to synthesize it. (4) Given the product [Cl:16][C:17]1[CH:18]=[C:19]([CH:23]=[CH:24][C:25]=1[Cl:26])[C:20]([NH:1][C:2]1[CH:3]=[CH:4][CH:5]=[C:6]2[C:11]=1[CH:10]=[C:9]([S:12]([OH:15])(=[O:13])=[O:14])[CH:8]=[CH:7]2)=[O:21], predict the reactants needed to synthesize it. The reactants are: [NH2:1][C:2]1[CH:3]=[CH:4][CH:5]=[C:6]2[C:11]=1[CH:10]=[C:9]([S:12]([OH:15])(=[O:14])=[O:13])[CH:8]=[CH:7]2.[Cl:16][C:17]1[CH:18]=[C:19]([CH:23]=[CH:24][C:25]=1[Cl:26])[C:20](Cl)=[O:21].